From a dataset of Catalyst prediction with 721,799 reactions and 888 catalyst types from USPTO. Predict which catalyst facilitates the given reaction. (1) Reactant: C(Cl)(=O)C(Cl)=O.CS(C)=O.[OH:11][CH2:12][CH2:13][N:14]1[CH2:19][CH2:18][N:17]([C:20]2[CH:21]=[C:22]3[C:26](=[CH:27][CH:28]=2)[N:25]([CH2:29][C:30]2[CH:35]=[CH:34][C:33]([O:36][CH3:37])=[CH:32][CH:31]=2)[C:24](=[O:38])[C:23]23[O:42][CH2:41][CH2:40][O:39]2)[CH2:16][CH2:15]1.CCN(CC)CC. Product: [CH3:37][O:36][C:33]1[CH:32]=[CH:31][C:30]([CH2:29][N:25]2[C:26]3[C:22](=[CH:21][C:20]([N:17]4[CH2:16][CH2:15][N:14]([CH2:13][CH:12]=[O:11])[CH2:19][CH2:18]4)=[CH:28][CH:27]=3)[C:23]3([O:39][CH2:40][CH2:41][O:42]3)[C:24]2=[O:38])=[CH:35][CH:34]=1. The catalyst class is: 2. (2) Reactant: [CH3:1][CH:2]([CH3:15])[CH2:3][NH:4][C:5]1[CH:14]=[CH:13][C:8]2[N:9]=[C:10]([SH:12])[S:11][C:7]=2[CH:6]=1.[F:16][C:17]([F:28])([F:27])[C:18]1[CH:23]=[CH:22][C:21]([N:24]=[C:25]=[O:26])=[CH:20][CH:19]=1. Product: [SH:12][C:10]1[S:11][C:7]2[CH:6]=[C:5]([N:4]([CH2:3][CH:2]([CH3:15])[CH3:1])[C:25]([NH:24][C:21]3[CH:20]=[CH:19][C:18]([C:17]([F:16])([F:27])[F:28])=[CH:23][CH:22]=3)=[O:26])[CH:14]=[CH:13][C:8]=2[N:9]=1. The catalyst class is: 4. (3) Reactant: [Br:1][C:2]1[CH:3]=[N:4][C:5]([C:8](Cl)=[O:9])=[N:6][CH:7]=1.[CH2:11]([N:13](CC)[CH2:14]C)[CH3:12].C(NC)C. Product: [Br:1][C:2]1[CH:3]=[N:4][C:5]([C:8]([N:13]([CH2:11][CH3:12])[CH3:14])=[O:9])=[N:6][CH:7]=1. The catalyst class is: 4. (4) Reactant: [CH3:1][N:2]([CH3:35])[C:3](=[O:34])[CH:4]=[CH:5][C:6]([CH2:24][O:25][CH2:26][CH2:27][CH2:28][CH2:29][CH2:30][CH2:31][CH2:32][CH3:33])([CH2:14][O:15][CH2:16][CH2:17][CH2:18][CH2:19][CH2:20][CH2:21][CH2:22][CH3:23])[CH:7]=[CH:8][C:9]([N:11]([CH3:13])[CH3:12])=[O:10]. Product: [CH3:13][N:11]([CH3:12])[C:9](=[O:10])[CH2:8][CH2:7][C:6]([CH2:14][O:15][CH2:16][CH2:17][CH2:18][CH2:19][CH2:20][CH2:21][CH2:22][CH3:23])([CH2:24][O:25][CH2:26][CH2:27][CH2:28][CH2:29][CH2:30][CH2:31][CH2:32][CH3:33])[CH2:5][CH2:4][C:3]([N:2]([CH3:1])[CH3:35])=[O:34]. The catalyst class is: 78. (5) The catalyst class is: 6. Reactant: CO.O.NN.[F:6][C:7]1[CH:8]=[C:9]([N:19]2[CH2:23][C@H:22]([CH2:24][N:25]3C(=O)C4=CC=CC=[C:27]4[C:26]3=[O:35])[O:21][C:20]2=[O:36])[CH:10]=[CH:11][C:12]=1[N:13]1[CH2:18][CH2:17][O:16][CH2:15][CH2:14]1. Product: [F:6][C:7]1[CH:8]=[C:9]([N:19]2[CH2:23][C@H:22]([CH2:24][NH:25][C:26](=[O:35])[CH3:27])[O:21][C:20]2=[O:36])[CH:10]=[CH:11][C:12]=1[N:13]1[CH2:18][CH2:17][O:16][CH2:15][CH2:14]1. (6) Product: [C:1]([C:5]1[O:9][N:8]=[C:7]([NH:10][C:11]([NH:13][C:14]2[CH:19]=[CH:18][CH:17]=[C:16]([O:20][C:22]3[C:31]4[C:26](=[CH:27][C:28]([O:32][CH3:33])=[CH:29][CH:30]=4)[N:25]=[CH:24][N:23]=3)[CH:15]=2)=[O:12])[CH:6]=1)([CH3:4])([CH3:2])[CH3:3]. Reactant: [C:1]([C:5]1[O:9][N:8]=[C:7]([NH:10][C:11]([NH:13][C:14]2[CH:19]=[CH:18][CH:17]=[C:16]([OH:20])[CH:15]=2)=[O:12])[CH:6]=1)([CH3:4])([CH3:3])[CH3:2].Cl[C:22]1[C:31]2[C:26](=[CH:27][C:28]([O:32][CH3:33])=[CH:29][CH:30]=2)[N:25]=[CH:24][N:23]=1.Cl.O1CCOCC1. The catalyst class is: 25.